This data is from Experimentally validated miRNA-target interactions with 360,000+ pairs, plus equal number of negative samples. The task is: Binary Classification. Given a miRNA mature sequence and a target amino acid sequence, predict their likelihood of interaction. (1) The miRNA is mmu-miR-3061-5p with sequence CAGUGGGCCGUGAAAGGUAGCC. The protein sequence of the target gene is MIPEFLLASCTLATLCHSAPFSLQPEEQKVLVVSFDGFRWDYLYKVPTPHFHYIMKNGVHVNQVTNVFITKTYPNHYTLVTGLFAENHGIVANDMFDPILNKSFSLEHMDIYDSKFWEEATPIWITNQRAGHASGAAMWPGADVKIHDSFPTYYLPYNESVSFEDRVAKIIEWFTAKDPINLGFLYWEEPDDTGHDVGPDSPLMGSVISDVDHKLGYLIKMLKRAKLWNNVNLIVTSDHGMTQCSKQRVIELDRYLDKEHYTLIDHSPVAAILPKEGKFDEVYDALAGAHPNLTVYKKEE.... Result: 0 (no interaction). (2) The miRNA is hsa-miR-6776-5p with sequence UCUGGGUGCAGUGGGGGUU. The protein sequence of the target gene is MSHSHPAGLLAAYNSLMDKHLAGYFNNTRIRRHLLRSGLITRSGRILSEKEYKLNMMKRDHQKYIRECLAQAIFHKVLDMERYHQLEIKKKLETLARKERIQRFKGEHTRRSVENNMPILSPHPPVGPKSNRGHSVLVDEGHSSPLALTAPRPYTAPGNMQPPIRLQPLPSNPAVETVPKVTSRSRSKTSLLENEALFPIGGKKAVMKFRNSIGNSQRMNSYQLPNINSYMMPIPPPLPPTGKITRENRSETWRRRRFRPTTAPNGLEPLLTKDSRRIHKTSLHSNAAITMIYLGKNVHL.... Result: 0 (no interaction).